From a dataset of Peptide-MHC class I binding affinity with 185,985 pairs from IEDB/IMGT. Regression. Given a peptide amino acid sequence and an MHC pseudo amino acid sequence, predict their binding affinity value. This is MHC class I binding data. (1) The peptide sequence is VMWKCLIRL. The MHC is HLA-A02:01 with pseudo-sequence HLA-A02:01. The binding affinity (normalized) is 0.632. (2) The peptide sequence is YTYDRVDIY. The MHC is HLA-A11:01 with pseudo-sequence HLA-A11:01. The binding affinity (normalized) is 1.00. (3) The peptide sequence is YFVCWHTHNY. The MHC is HLA-A11:01 with pseudo-sequence HLA-A11:01. The binding affinity (normalized) is 0.168. (4) The MHC is HLA-A69:01 with pseudo-sequence HLA-A69:01. The binding affinity (normalized) is 0.0847. The peptide sequence is RVRQLDESI. (5) The peptide sequence is VFHTMWHVTR. The MHC is HLA-A33:01 with pseudo-sequence HLA-A33:01. The binding affinity (normalized) is 0.547. (6) The peptide sequence is DVWEQWWTDYW. The MHC is Mamu-A02 with pseudo-sequence Mamu-A02. The binding affinity (normalized) is 0. (7) The peptide sequence is GLESIEQNLT. The MHC is HLA-A02:03 with pseudo-sequence HLA-A02:03. The binding affinity (normalized) is 0. (8) The binding affinity (normalized) is 0. The peptide sequence is RTSKASLER. The MHC is HLA-A68:02 with pseudo-sequence HLA-A68:02. (9) The peptide sequence is SDLDMLTQS. The MHC is HLA-B44:03 with pseudo-sequence HLA-B44:03. The binding affinity (normalized) is 0.